Dataset: Full USPTO retrosynthesis dataset with 1.9M reactions from patents (1976-2016). Task: Predict the reactants needed to synthesize the given product. (1) Given the product [NH2:4][C:3]1[C:5]([CH3:18])=[CH:6][C:7]([C:20]2[N:25]=[CH:24][N:23]([CH3:26])[C:22](=[O:27])[CH:21]=2)=[CH:8][C:2]=1[CH3:1], predict the reactants needed to synthesize it. The reactants are: [CH3:1][C:2]1[CH:8]=[C:7](B2OC(C)(C)C(C)(C)O2)[CH:6]=[C:5]([CH3:18])[C:3]=1[NH2:4].Cl[C:20]1[N:25]=[CH:24][N:23]([CH3:26])[C:22](=[O:27])[CH:21]=1.C([O-])([O-])=O.[Na+].[Na+]. (2) Given the product [OH:15][CH2:14][C@H:13]1[O:12][C@H:11]2[C@H:7]([N:8]=[C:9]([NH:19][CH3:20])[S:10]2)[C@@H:6]([OH:21])[C@@H:5]1[OH:4], predict the reactants needed to synthesize it. The reactants are: C([O:4][C@@H:5]1[C@@H:13]([CH2:14][O:15]C(=O)C)[O:12][C@H:11]2[C@H:7]([N:8]=[C:9]([NH:19][CH3:20])[S:10]2)[C@H:6]1[O:21]C(=O)C)(=O)C.C(=O)([O-])[O-].[K+].[K+]. (3) Given the product [C:42]([O:41][C:39]([NH:38][C:29]([N:25]1[CH2:24][CH2:23][C:22]2[C:27](=[CH:28][C:19]([O:18][CH2:17][CH:14]3[CH2:15][CH2:16][NH:11][CH2:12][CH2:13]3)=[CH:20][CH:21]=2)[CH2:26]1)=[N:30][C:31]([O:33][C:34]([CH3:37])([CH3:36])[CH3:35])=[O:32])=[O:40])([CH3:43])([CH3:44])[CH3:45], predict the reactants needed to synthesize it. The reactants are: C(OC([N:11]1[CH2:16][CH2:15][CH:14]([CH2:17][O:18][C:19]2[CH:28]=[C:27]3[C:22]([CH2:23][CH2:24][N:25]([C:29](=[N:38][C:39]([O:41][C:42]([CH3:45])([CH3:44])[CH3:43])=[O:40])[NH:30][C:31]([O:33][C:34]([CH3:37])([CH3:36])[CH3:35])=[O:32])[CH2:26]3)=[CH:21][CH:20]=2)[CH2:13][CH2:12]1)=O)C1C=CC=CC=1.